Task: Predict which catalyst facilitates the given reaction.. Dataset: Catalyst prediction with 721,799 reactions and 888 catalyst types from USPTO (1) Reactant: [Cl:1][C:2]1[CH:3]=[CH:4][C:5]([O:15][CH2:16][C:17]2[CH:22]=[CH:21][CH:20]=[CH:19][CH:18]=2)=[C:6]([C:8](=O)[CH2:9][CH2:10][C:11](=O)[CH3:12])[CH:7]=1.[CH3:23][O:24][C:25](=[O:33])[C:26]1[CH:31]=[CH:30][C:29]([NH2:32])=[CH:28][CH:27]=1.CC1C=CC(S(O)(=O)=O)=CC=1. Product: [CH3:23][O:24][C:25](=[O:33])[C:26]1[CH:31]=[CH:30][C:29]([N:32]2[C:11]([CH3:12])=[CH:10][CH:9]=[C:8]2[C:6]2[CH:7]=[C:2]([Cl:1])[CH:3]=[CH:4][C:5]=2[O:15][CH2:16][C:17]2[CH:22]=[CH:21][CH:20]=[CH:19][CH:18]=2)=[CH:28][CH:27]=1. The catalyst class is: 260. (2) Reactant: [Si:1]([O:8][CH2:9][C:10]1([CH3:30])[S:16][CH2:15][CH2:14][N:13]2[C:17]([C:20]3([C:23]4[CH:28]=[CH:27][C:26](Cl)=[CH:25][CH:24]=4)[CH2:22][CH2:21]3)=[N:18][N:19]=[C:12]2[CH2:11]1)([C:4]([CH3:7])([CH3:6])[CH3:5])([CH3:3])[CH3:2].[CH3:31][C:32]1[CH:37]=[CH:36][C:35](B(O)O)=[CH:34][CH:33]=1.C1(P(C2CCCCC2)C2CCCCC2)CCCCC1.P([O-])([O-])([O-])=O.[K+].[K+].[K+]. Product: [Si:1]([O:8][CH2:9][C:10]1([CH3:30])[S:16][CH2:15][CH2:14][N:13]2[C:17]([C:20]3([C:23]4[CH:28]=[CH:27][C:26]([C:35]5[CH:36]=[CH:37][C:32]([CH3:31])=[CH:33][CH:34]=5)=[CH:25][CH:24]=4)[CH2:22][CH2:21]3)=[N:18][N:19]=[C:12]2[CH2:11]1)([C:4]([CH3:7])([CH3:6])[CH3:5])([CH3:3])[CH3:2]. The catalyst class is: 333. (3) Reactant: [O:1]=[C:2]([C:6]1[CH:11]=[CH:10][CH:9]=[CH:8][CH:7]=1)[CH2:3][C:4]#[N:5].CC1C=CC(S(O)(=O)=O)=CC=1.[CH2:23](O)[CH2:24][OH:25]. Product: [C:6]1([C:2]2([CH2:3][C:4]#[N:5])[O:25][CH2:24][CH2:23][O:1]2)[CH:11]=[CH:10][CH:9]=[CH:8][CH:7]=1. The catalyst class is: 11. (4) Reactant: [CH3:1][O:2][C:3]1[CH:31]=[CH:30][C:6]2[N:7]=[C:8]([N:10]3[C:14](=[O:15])[C:13](=[CH:16][N:17](C)C)[C:12]([C:20]4[CH:25]=[CH:24][CH:23]=[C:22]([C:26]([F:29])([F:28])[F:27])[CH:21]=4)=[N:11]3)[S:9][C:5]=2[CH:4]=1. Product: [NH2:17][CH:16]=[C:13]1[C:12]([C:20]2[CH:25]=[CH:24][CH:23]=[C:22]([C:26]([F:29])([F:27])[F:28])[CH:21]=2)=[N:11][N:10]([C:8]2[S:9][C:5]3[CH:4]=[C:3]([O:2][CH3:1])[CH:31]=[CH:30][C:6]=3[N:7]=2)[C:14]1=[O:15]. The catalyst class is: 547. (5) Reactant: [Cl:1][C:2]1[CH:25]=[CH:24][C:5]([CH2:6][N:7]2[C:15]3[C:10](=[CH:11][CH:12]=[C:13]([O:16][CH3:17])[CH:14]=3)[C:9]([C:18](=[O:22])[C:19]([OH:21])=O)=[C:8]2[CH3:23])=[CH:4][CH:3]=1.C(Cl)(=O)C(Cl)=O.C(N(CC)CC)C.[CH3:39][O:40][C:41]1[CH:46]=[C:45]([NH2:47])[CH:44]=[CH:43][N:42]=1. Product: [Cl:1][C:2]1[CH:25]=[CH:24][C:5]([CH2:6][N:7]2[C:15]3[C:10](=[CH:11][CH:12]=[C:13]([O:16][CH3:17])[CH:14]=3)[C:9]([C:18](=[O:22])[C:19]([NH:47][C:45]3[CH:44]=[CH:43][N:42]=[C:41]([O:40][CH3:39])[CH:46]=3)=[O:21])=[C:8]2[CH3:23])=[CH:4][CH:3]=1. The catalyst class is: 46. (6) Reactant: [Cl:1][C:2]1[CH:9]=[CH:8][C:5]([CH:6]=O)=[CH:4][CH:3]=1.[CH3:10][C:11]1([CH3:19])[O:18][C:16](=[O:17])[CH2:15][C:13](=[O:14])[O:12]1.N1CCCC1C(O)=O.[CH3:28][S:29][CH2:30][C:31]1[CH:32]=[CH:33][CH:34]=[C:35]2[C:39]=1[NH:38][CH:37]=[CH:36]2. Product: [Cl:1][C:2]1[CH:9]=[CH:8][C:5]([CH:6]([C:36]2[C:35]3[C:39](=[C:31]([CH2:30][S:29][CH3:28])[CH:32]=[CH:33][CH:34]=3)[NH:38][CH:37]=2)[CH:15]2[C:16](=[O:17])[O:18][C:11]([CH3:19])([CH3:10])[O:12][C:13]2=[O:14])=[CH:4][CH:3]=1. The catalyst class is: 10. (7) Reactant: C([O:3][C:4](=[O:36])[C@H:5]([NH:24][CH2:25][C:26]1[C:35]2[C:30](=[CH:31][CH:32]=[CH:33][CH:34]=2)[CH:29]=[CH:28][CH:27]=1)[C@H:6]([OH:23])[C@@H:7]([NH:15][C:16]([O:18][C:19]([CH3:22])([CH3:21])[CH3:20])=[O:17])[CH2:8][C:9]1[CH:14]=[CH:13][CH:12]=[CH:11][CH:10]=1)C.[Li+].[OH-].Cl. Product: [C:19]([O:18][C:16]([NH:15][C@@H:7]([CH2:8][C:9]1[CH:10]=[CH:11][CH:12]=[CH:13][CH:14]=1)[C@@H:6]([OH:23])[C@@H:5]([NH:24][CH2:25][C:26]1[C:35]2[C:30](=[CH:31][CH:32]=[CH:33][CH:34]=2)[CH:29]=[CH:28][CH:27]=1)[C:4]([OH:36])=[O:3])=[O:17])([CH3:22])([CH3:20])[CH3:21]. The catalyst class is: 1.